From a dataset of Full USPTO retrosynthesis dataset with 1.9M reactions from patents (1976-2016). Predict the reactants needed to synthesize the given product. Given the product [CH3:10][C@@:3]12[C@@H:13]([C:14]([O:16][CH2:17][CH3:18])=[O:15])[CH:4]1[CH2:5][C@@H:6]1[C@@H:1]([C:7]1([CH3:9])[CH3:8])[CH2:2]2, predict the reactants needed to synthesize it. The reactants are: [C@@H:1]12[C:7]([CH3:9])([CH3:8])[CH:6]1[CH2:5][CH:4]=[C:3]([CH3:10])[CH2:2]2.[N+](=[CH:13][C:14]([O:16][CH2:17][CH3:18])=[O:15])=[N-].